Dataset: Forward reaction prediction with 1.9M reactions from USPTO patents (1976-2016). Task: Predict the product of the given reaction. Given the reactants O1CCCCC1[N:7]1[C:11](B2OC(C)(C)C(C)(C)O2)=[CH:10][CH:9]=[N:8]1.[O-]P([O-])([O-])=O.[K+].[K+].[K+].Br[C:30]1[C:31]([N:50]2[CH2:54][CH2:53][C@@H:52]([OH:55])[CH2:51]2)=[N:32][CH:33]=[C:34]([CH:49]=1)[C:35]([NH:37][C:38]1[CH:43]=[CH:42][C:41]([O:44][C:45]([Cl:48])([F:47])[F:46])=[CH:40][CH:39]=1)=[O:36], predict the reaction product. The product is: [Cl:48][C:45]([F:46])([F:47])[O:44][C:41]1[CH:42]=[CH:43][C:38]([NH:37][C:35](=[O:36])[C:34]2[CH:49]=[C:30]([C:11]3[NH:7][N:8]=[CH:9][CH:10]=3)[C:31]([N:50]3[CH2:54][CH2:53][C@@H:52]([OH:55])[CH2:51]3)=[N:32][CH:33]=2)=[CH:39][CH:40]=1.